From a dataset of Forward reaction prediction with 1.9M reactions from USPTO patents (1976-2016). Predict the product of the given reaction. (1) The product is: [CH3:23][O:22][C:20](=[O:21])[CH2:19][CH2:18][CH2:17][N:7]1[C:6]2[CH:5]=[CH:4][CH:3]=[C:2]([NH:1][CH2:39][C:38]3[CH:41]=[CH:42][C:35]([O:34][CH2:33][CH2:32][CH2:31][CH2:30][C:24]4[CH:25]=[CH:26][CH:27]=[CH:28][CH:29]=4)=[CH:36][CH:37]=3)[C:11]=2[O:10][CH:9]([C:12]([O:14][CH2:15][CH3:16])=[O:13])[CH2:8]1. Given the reactants [NH2:1][C:2]1[C:11]2[O:10][CH:9]([C:12]([O:14][CH2:15][CH3:16])=[O:13])[CH2:8][N:7]([CH2:17][CH2:18][CH2:19][C:20]([O:22][CH3:23])=[O:21])[C:6]=2[CH:5]=[CH:4][CH:3]=1.[C:24]1([CH2:30][CH2:31][CH2:32][CH2:33][O:34][C:35]2[CH:42]=[CH:41][C:38]([CH:39]=O)=[CH:37][CH:36]=2)[CH:29]=[CH:28][CH:27]=[CH:26][CH:25]=1.C(O[BH-](OC(=O)C)OC(=O)C)(=O)C.[Na+].O, predict the reaction product. (2) Given the reactants [NH2:1][C:2]1[CH:12]=[CH:11][C:5]2[N:6]([CH3:10])[C:7](=[O:9])[NH:8][C:4]=2[CH:3]=1.C(O[CH:16]=[C:17]([C:23](=[O:30])[NH:24][C:25](OCC)=[O:26])[C:18]([O:20][CH2:21][CH3:22])=[O:19])C.CC(C)([O-])C.[K+].Cl, predict the reaction product. The product is: [CH3:10][N:6]1[C:5]2[CH:11]=[CH:12][C:2]([N:1]3[CH:16]=[C:17]([C:18]([O:20][CH2:21][CH3:22])=[O:19])[C:23](=[O:30])[NH:24][C:25]3=[O:26])=[CH:3][C:4]=2[NH:8][C:7]1=[O:9]. (3) Given the reactants [N:1]([C:4]1([CH3:22])[CH2:10][CH2:9][CH2:8][CH2:7][N:6]2[C:11](=[O:21])[CH:12]=[C:13]([C:15]3[CH:20]=[CH:19][N:18]=[CH:17][CH:16]=3)[N:14]=[C:5]12)=[N+]=[N-], predict the reaction product. The product is: [NH2:1][C:4]1([CH3:22])[CH2:10][CH2:9][CH2:8][CH2:7][N:6]2[C:11](=[O:21])[CH:12]=[C:13]([C:15]3[CH:20]=[CH:19][N:18]=[CH:17][CH:16]=3)[N:14]=[C:5]12. (4) Given the reactants [O:1]=[C:2]1[NH:11][C:10]2[N:9]=[C:8]([O:12][CH2:13][CH2:14][CH2:15][CH:16]=O)[CH:7]=[CH:6][C:5]=2[CH:4]=[CH:3]1.[CH2:18]1[C:26]2[C:21](=[C:22]([N:27]3[CH2:32][CH2:31][NH:30][CH2:29][CH2:28]3)[CH:23]=[CH:24][CH:25]=2)[CH2:20][O:19]1.[BH-](OC(C)=O)(OC(C)=O)OC(C)=O.[Na+], predict the reaction product. The product is: [CH2:18]1[C:26]2[C:21](=[C:22]([N:27]3[CH2:32][CH2:31][N:30]([CH2:16][CH2:15][CH2:14][CH2:13][O:12][C:8]4[N:9]=[C:10]5[C:5]([CH:4]=[CH:3][C:2](=[O:1])[NH:11]5)=[CH:6][CH:7]=4)[CH2:29][CH2:28]3)[CH:23]=[CH:24][CH:25]=2)[CH2:20][O:19]1. (5) Given the reactants [CH2:1]([S:3]([C:6]1[C:14]([F:15])=[CH:13][C:9]([C:10]([OH:12])=[O:11])=[C:8]([N+:16]([O-:18])=[O:17])[CH:7]=1)(=[O:5])=[O:4])[CH3:2].Cl(O)(=O)(=O)=O, predict the reaction product. The product is: [CH2:1]([S:3]([C:6]1[C:14]([F:15])=[CH:13][C:9]([C:10]([O:12][C:9]([CH3:13])([CH3:10])[CH3:8])=[O:11])=[C:8]([N+:16]([O-:18])=[O:17])[CH:7]=1)(=[O:5])=[O:4])[CH3:2]. (6) Given the reactants [C:1]([C:5]1[CH:10]=[CH:9][C:8]([C:11]2[CH:19]=[C:18]3[C:14]([CH:15]=[CH:16][N:17]3[CH3:20])=[CH:13][CH:12]=2)=[CH:7][CH:6]=1)([CH3:4])([CH3:3])[CH3:2].[C:21](Cl)(=[O:25])[C:22](Cl)=[O:23].[CH2:27]([OH:29])[CH3:28], predict the reaction product. The product is: [C:1]([C:5]1[CH:6]=[CH:7][C:8]([C:11]2[CH:19]=[C:18]3[C:14]([C:15]([C:21](=[O:25])[C:22]([O:29][CH2:27][CH3:28])=[O:23])=[CH:16][N:17]3[CH3:20])=[CH:13][CH:12]=2)=[CH:9][CH:10]=1)([CH3:4])([CH3:2])[CH3:3]. (7) Given the reactants [F:1][CH:2]([F:56])[C:3]1[C:11]2[C:10]([F:13])([F:12])[CH2:9][CH2:8][C:7]([F:15])([F:14])[C:6]=2[N:5]([CH2:16][C:17]([NH:19][C@H:20]([C:30]2[C:35]([C:36]3[CH:37]=[CH:38][C:39]([F:45])=[C:40]([CH:44]=3)[C:41]([NH2:43])=[O:42])=[CH:34][N:33]=[C:32]([N:46]3[CH2:55][CH2:54][C:49]4(OCC[O:50]4)[CH2:48][CH2:47]3)[N:31]=2)[CH2:21][C:22]2[CH:27]=[C:26]([F:28])[CH:25]=[C:24]([F:29])[CH:23]=2)=[O:18])[N:4]=1.Cl, predict the reaction product. The product is: [F:56][CH:2]([F:1])[C:3]1[C:11]2[C:10]([F:12])([F:13])[CH2:9][CH2:8][C:7]([F:14])([F:15])[C:6]=2[N:5]([CH2:16][C:17]([NH:19][C@H:20]([C:30]2[C:35]([C:36]3[CH:37]=[CH:38][C:39]([F:45])=[C:40]([CH:44]=3)[C:41]([NH2:43])=[O:42])=[CH:34][N:33]=[C:32]([N:46]3[CH2:47][CH2:48][C:49](=[O:50])[CH2:54][CH2:55]3)[N:31]=2)[CH2:21][C:22]2[CH:27]=[C:26]([F:28])[CH:25]=[C:24]([F:29])[CH:23]=2)=[O:18])[N:4]=1. (8) Given the reactants [Br:1][C:2]1[CH:3]=[C:4]([C:8]([NH:10][CH:11]2[CH2:16][CH2:15][N:14]([C:17]3[N:22]=[C:21]([Cl:23])[N:20]=[C:19]([C:24]([OH:26])=O)[CH:18]=3)[CH2:13][CH2:12]2)=[O:9])[NH:5][C:6]=1[CH3:7].Cl.[O:28]([NH2:30])[CH3:29], predict the reaction product. The product is: [Br:1][C:2]1[CH:3]=[C:4]([C:8]([NH:10][CH:11]2[CH2:16][CH2:15][N:14]([C:17]3[N:22]=[C:21]([Cl:23])[N:20]=[C:19]([C:24]([NH:30][O:28][CH3:29])=[O:26])[CH:18]=3)[CH2:13][CH2:12]2)=[O:9])[NH:5][C:6]=1[CH3:7]. (9) Given the reactants B([CH:2]1[CH2:7][CH2:6][CH2:5][CH2:4][CH2:3]1)[CH:2]1[CH2:7][CH2:6][CH2:5][CH2:4][CH2:3]1.C#CCCCC.[Zn](CC)CC.[F:25][C:26]([F:36])([F:35])[C:27]1[CH:34]=[CH:33][C:30]([CH:31]=[O:32])=[CH:29][CH:28]=1, predict the reaction product. The product is: [F:25][C:26]([F:35])([F:36])[C:27]1[CH:34]=[CH:33][C:30]([C@@H:31]([OH:32])[CH:7]=[CH:2][CH2:3][CH2:4][CH2:5][CH3:6])=[CH:29][CH:28]=1. (10) Given the reactants [S:1]1[C:5]2[CH:6]=[CH:7][CH:8]=[CH:9][C:4]=2[C:3]([N:10]2[CH2:15][CH2:14][N:13]([CH2:16][CH2:17][C:18]3[CH:19]=[C:20]([F:30])[CH:21]=[C:22]4[C:27]=3[NH:26][CH2:25][CH2:24][C:23]4([CH3:29])[CH3:28])[CH2:12][CH2:11]2)=[N:2]1.[C:31](Cl)(=[O:33])[CH3:32], predict the reaction product. The product is: [S:1]1[C:5]2[CH:6]=[CH:7][CH:8]=[CH:9][C:4]=2[C:3]([N:10]2[CH2:15][CH2:14][N:13]([CH2:16][CH2:17][C:18]3[CH:19]=[C:20]([F:30])[CH:21]=[C:22]4[C:27]=3[N:26]([C:31](=[O:33])[CH3:32])[CH2:25][CH2:24][C:23]4([CH3:28])[CH3:29])[CH2:12][CH2:11]2)=[N:2]1.